From a dataset of Reaction yield outcomes from USPTO patents with 853,638 reactions. Predict the reaction yield, written as a fraction of the theoretical maximum amount of product (1.0 means a 100% yield; for example, 0.34 means a 34% yield). (1) The reactants are Br[C:2]1[CH:7]=[C:6]([C:8]2[N:9]=[C:10]([NH:13][C:14]3[CH:19]=[CH:18][CH:17]=[C:16]([CH3:20])[CH:15]=3)[S:11][CH:12]=2)[CH:5]=[CH:4][N:3]=1.[CH3:21][NH:22][CH3:23]. The catalyst is O. The product is [CH3:21][N:22]([CH3:23])[C:2]1[CH:7]=[C:6]([C:8]2[N:9]=[C:10]([NH:13][C:14]3[CH:19]=[CH:18][CH:17]=[C:16]([CH3:20])[CH:15]=3)[S:11][CH:12]=2)[CH:5]=[CH:4][N:3]=1. The yield is 0.550. (2) The reactants are [Cl:1][C:2]1[CH:7]=[C:6](/[CH:8]=C/N(C)C)[C:5]([N+:13]([O-:15])=[O:14])=[CH:4][N:3]=1.I([O-])(=O)(=O)=[O:17].[Na+]. The catalyst is C1COCC1.O. The product is [Cl:1][C:2]1[CH:7]=[C:6]([C:5]([N+:13]([O-:15])=[O:14])=[CH:4][N:3]=1)[CH:8]=[O:17]. The yield is 0.710. (3) The reactants are Br[C:2]1[CH:7]=[C:6]([F:8])[CH:5]=[C:4]([F:9])[CH:3]=1.[Mg].[O:11]=[C:12]1[CH2:16][CH2:15][O:14][CH2:13]1. The catalyst is O1CCCC1. The product is [F:9][C:4]1[CH:3]=[C:2]([C:12]2([OH:11])[CH2:16][CH2:15][O:14][CH2:13]2)[CH:7]=[C:6]([F:8])[CH:5]=1. The yield is 0.0970. (4) The reactants are [CH3:1][C:2]1[N:12]([CH:13]([C:15]2[CH:20]=[CH:19][CH:18]=[CH:17][CH:16]=2)[CH3:14])[C:5]2[C:6](=[O:11])[N:7]([CH3:10])[CH:8]=[CH:9][C:4]=2[C:3]=1[C:21]([O:23]CC)=[O:22].[OH-].[Li+]. The catalyst is C(O)C.O. The product is [CH3:1][C:2]1[N:12]([CH:13]([C:15]2[CH:20]=[CH:19][CH:18]=[CH:17][CH:16]=2)[CH3:14])[C:5]2[C:6](=[O:11])[N:7]([CH3:10])[CH:8]=[CH:9][C:4]=2[C:3]=1[C:21]([OH:23])=[O:22]. The yield is 0.440. (5) The reactants are [NH2:1][C:2]1[S:3][C:4]2[CH:10]=[CH:9][CH:8]=[CH:7][C:5]=2[N:6]=1.[CH3:11][O:12][C:13]1[CH:21]=[C:20]([O:22][CH3:23])[CH:19]=[CH:18][C:14]=1[C:15](Cl)=[O:16].Cl. The catalyst is C(Cl)Cl.N1C=CC=CC=1. The product is [O:12]([C:13]1[CH:21]=[C:20]([O:22][CH3:23])[CH:19]=[CH:18][C:14]=1[C:15]([NH:1][C:2]1[S:3][C:4]2[CH:10]=[CH:9][CH:8]=[CH:7][C:5]=2[N:6]=1)=[O:16])[CH3:11]. The yield is 0.800.